This data is from Peptide-MHC class II binding affinity with 134,281 pairs from IEDB. The task is: Regression. Given a peptide amino acid sequence and an MHC pseudo amino acid sequence, predict their binding affinity value. This is MHC class II binding data. (1) The peptide sequence is SQDLELTWNLNGLQAY. The MHC is DRB1_0802 with pseudo-sequence DRB1_0802. The binding affinity (normalized) is 0.403. (2) The peptide sequence is GDLYIFESRAICKYA. The MHC is HLA-DQA10201-DQB10202 with pseudo-sequence HLA-DQA10201-DQB10202. The binding affinity (normalized) is 0.258. (3) The peptide sequence is PDDPRNWAGVTSVSI. The MHC is DRB1_1101 with pseudo-sequence DRB1_1101. The binding affinity (normalized) is 0.0824. (4) The peptide sequence is GELQIVDKIDAAFKP. The MHC is DRB1_1302 with pseudo-sequence DRB1_1302. The binding affinity (normalized) is 0.190. (5) The peptide sequence is ATATATSAVGAPTGA. The MHC is DRB1_0701 with pseudo-sequence DRB1_0701. The binding affinity (normalized) is 0.258. (6) The peptide sequence is LVKYVNGDGDVVAVD. The MHC is HLA-DQA10501-DQB10301 with pseudo-sequence HLA-DQA10501-DQB10301. The binding affinity (normalized) is 0.489.